From a dataset of Full USPTO retrosynthesis dataset with 1.9M reactions from patents (1976-2016). Predict the reactants needed to synthesize the given product. (1) Given the product [CH2:11]([O:13][C:14](=[O:42])[CH2:15][CH2:16][CH2:17][CH2:18][CH2:19][O:20][CH2:21][CH2:22][O:23][CH2:24][CH2:25][O:26][CH2:27][CH2:28][O:29][CH2:30][CH2:31][O:32][CH2:33][CH2:34][O:35][CH2:36][CH2:37][O:7][CH2:6][CH2:5][O:4][CH3:3])[CH3:12], predict the reactants needed to synthesize it. The reactants are: [H-].[Na+].[CH3:3][O:4][CH2:5][CH2:6][O:7]CCO.[CH2:11]([O:13][C:14](=[O:42])[CH2:15][CH2:16][CH2:17][CH2:18][CH2:19][O:20][CH2:21][CH2:22][O:23][CH2:24][CH2:25][O:26][CH2:27][CH2:28][O:29][CH2:30][CH2:31][O:32][CH2:33][CH2:34][O:35][CH2:36][CH2:37]S(C)(=O)=O)[CH3:12]. (2) Given the product [Cl:1][C:2]1[CH:7]=[C:6]([CH2:8][Cl:13])[CH:5]=[C:4]([CH3:10])[N:3]=1, predict the reactants needed to synthesize it. The reactants are: [Cl:1][C:2]1[CH:7]=[C:6]([CH2:8]O)[CH:5]=[C:4]([CH3:10])[N:3]=1.S(Cl)([Cl:13])=O. (3) Given the product [CH3:19][C:20]1[CH:21]=[CH:22][C:23]([S:26]([OH:29])(=[O:28])=[O:27])=[CH:24][CH:25]=1.[F:12][C:11]([F:13])([F:14])[CH:10]([C:15]([F:16])([F:18])[F:17])[CH2:9][NH2:8], predict the reactants needed to synthesize it. The reactants are: C([NH:8][CH2:9][CH:10]([C:15]([F:18])([F:17])[F:16])[C:11]([F:14])([F:13])[F:12])C1C=CC=CC=1.[CH3:19][C:20]1[CH:21]=[CH:22][C:23]([S:26]([OH:29])(=[O:28])=[O:27])=[CH:24][CH:25]=1.O. (4) Given the product [NH:18]1[C:19]2[C:15](=[CH:14][C:13]([NH:12][C:10]3[N:32]([NH2:33])[C:7]([CH2:6][C:5]4[CH:29]=[CH:30][CH:31]=[C:3]([O:2][CH3:1])[CH:4]=4)=[N:8][N:9]=3)=[CH:21][CH:20]=2)[CH:16]=[N:17]1, predict the reactants needed to synthesize it. The reactants are: [CH3:1][O:2][C:3]1[CH:4]=[C:5]([CH:29]=[CH:30][CH:31]=1)[CH2:6][C:7]1O[C:10]([NH:12][C:13]2[CH:14]=[C:15]3[C:19](=[CH:20][CH:21]=2)[N:18](C(OC(C)(C)C)=O)[N:17]=[CH:16]3)=[N:9][N:8]=1.[NH2:32][NH2:33]. (5) Given the product [C:29]([N:32]1[CH2:39][CH2:38][CH2:37][C@H:33]1[C:34]([NH:54][C:41]1[CH:42]=[CH:43][C:44]2[O:45][C:46]3[CH2:53][CH2:52][CH2:51][CH2:50][CH2:49][C:47]=3[C:48]=2[CH:40]=1)=[O:36])(=[O:31])[CH3:30], predict the reactants needed to synthesize it. The reactants are: C(N(CC)CC)C.CN(C)CCCN=C=NCC.ON1C2C=CC=CC=2N=N1.[C:29]([N:32]1[CH2:39][CH2:38][CH2:37][C@H:33]1[C:34]([OH:36])=O)(=[O:31])[CH3:30].[CH:40]1[C:48]2[C:47]3[CH2:49][CH2:50][CH2:51][CH2:52][CH2:53][C:46]=3[O:45][C:44]=2[CH:43]=[CH:42][C:41]=1[NH2:54]. (6) The reactants are: [F:1][C:2]1[CH:7]=[CH:6][C:5]([S:8]([N:11]2[C:15]([C:16]3[CH:21]=[CH:20][CH:19]=[CH:18][CH:17]=3)=[C:14]([CH3:22])[C:13]([C:23](OC)=[O:24])=[CH:12]2)(=[O:10])=[O:9])=[CH:4][CH:3]=1.[H-].C([Al+]CC(C)C)C(C)C.Cl. Given the product [F:1][C:2]1[CH:3]=[CH:4][C:5]([S:8]([N:11]2[C:15]([C:16]3[CH:21]=[CH:20][CH:19]=[CH:18][CH:17]=3)=[C:14]([CH3:22])[C:13]([CH:23]=[O:24])=[CH:12]2)(=[O:9])=[O:10])=[CH:6][CH:7]=1, predict the reactants needed to synthesize it. (7) Given the product [CH3:1][O:2][C:3]([C@@H:5]1[CH2:9][C@@H:8]([N:18]=[N+:19]=[N-:20])[CH2:7][N:6]1[C:11]([O:13][C:14]([CH3:17])([CH3:16])[CH3:15])=[O:12])=[O:4], predict the reactants needed to synthesize it. The reactants are: [CH3:1][O:2][C:3]([CH:5]1[CH2:9][CH:8](I)[CH2:7][N:6]1[C:11]([O:13][C:14]([CH3:17])([CH3:16])[CH3:15])=[O:12])=[O:4].[N-:18]=[N+:19]=[N-:20].[Na+].